This data is from CYP2D6 inhibition data for predicting drug metabolism from PubChem BioAssay. The task is: Regression/Classification. Given a drug SMILES string, predict its absorption, distribution, metabolism, or excretion properties. Task type varies by dataset: regression for continuous measurements (e.g., permeability, clearance, half-life) or binary classification for categorical outcomes (e.g., BBB penetration, CYP inhibition). Dataset: cyp2d6_veith. (1) The result is 0 (non-inhibitor). The compound is CCC(C)C1NC(=S)N(Cc2ccccc2)C1=O. (2) The drug is CO[C@@H]1COC(=O)[C@H](C)NC(=O)[C@@H](C)COC(=O)CCC[C@H]1C. The result is 0 (non-inhibitor). (3) The compound is CCCNC(=O)OC[C@@H]1O[C@H](CCO/N=C2\c3cc(OC)ccc3O[C@H](c3cccc(OC)c3)[C@H]2O)C=C[C@@H]1Oc1ccc(OC)cc1. The result is 0 (non-inhibitor). (4) The molecule is O=C(CCCc1ccccn1)c1ccccc1. The result is 0 (non-inhibitor). (5) The molecule is Cc1ccc(SCc2ccc(C(=O)NCc3ccncc3)cc2)cc1. The result is 1 (inhibitor). (6) The molecule is OC1(C(O)(c2ccc(-c3ccccc3)cc2)c2ccc(-c3ccccc3)cc2)CCCCC1. The result is 0 (non-inhibitor). (7) The compound is CC(=O)N(/N=C1\Sc2ccccc2C1=O)c1ccccc1C. The result is 0 (non-inhibitor). (8) The molecule is Cn1cc(C(=O)c2cccc(Cl)c2Cl)cc1C(=O)O. The result is 0 (non-inhibitor).